From a dataset of NCI-60 drug combinations with 297,098 pairs across 59 cell lines. Regression. Given two drug SMILES strings and cell line genomic features, predict the synergy score measuring deviation from expected non-interaction effect. (1) Drug 1: COC1=C(C=C2C(=C1)N=CN=C2NC3=CC(=C(C=C3)F)Cl)OCCCN4CCOCC4. Drug 2: C1CNP(=O)(OC1)N(CCCl)CCCl. Cell line: HCC-2998. Synergy scores: CSS=8.13, Synergy_ZIP=2.57, Synergy_Bliss=0.874, Synergy_Loewe=-16.5, Synergy_HSA=1.16. (2) Drug 1: C1=NC2=C(N=C(N=C2N1C3C(C(C(O3)CO)O)O)F)N. Drug 2: CC(C)NC(=O)C1=CC=C(C=C1)CNNC.Cl. Cell line: A549. Synergy scores: CSS=0.325, Synergy_ZIP=-0.813, Synergy_Bliss=1.25, Synergy_Loewe=-3.61, Synergy_HSA=-0.147.